From a dataset of Reaction yield outcomes from USPTO patents with 853,638 reactions. Predict the reaction yield, written as a fraction of the theoretical maximum amount of product (1.0 means a 100% yield; for example, 0.34 means a 34% yield). (1) The reactants are [NH2:1][C:2]1[CH:7]=[CH:6][C:5]([CH:8]2[CH2:13][C:12](=[O:14])[N:11]([CH3:15])[C:10](=[O:16])[CH2:9]2)=[CH:4][CH:3]=1.C1C(=O)N([Br:24])C(=O)C1. The catalyst is C(Cl)Cl. The product is [NH2:1][C:2]1[CH:3]=[CH:4][C:5]([CH:8]2[CH2:9][C:10](=[O:16])[N:11]([CH3:15])[C:12](=[O:14])[CH2:13]2)=[CH:6][C:7]=1[Br:24]. The yield is 0.670. (2) The catalyst is C1COCC1. The product is [Cl:27][C:24]1[CH:25]=[CH:26][C:21]([C@@:17]2([OH:20])[CH2:18][CH2:19][N:14]([C:12](=[O:13])[C@H:11]([NH:10][C:8]([C@@H:5]3[CH2:6][CH2:7][C:3]4([CH2:33][CH2:34][O:35][C:36](=[O:37])[NH:2]4)[CH2:4]3)=[O:9])[CH:30]([CH3:32])[CH3:31])[CH2:15][C:16]2([CH3:29])[CH3:28])=[CH:22][CH:23]=1. The yield is 0.0633. The reactants are [Cl-].[NH2:2][C:3]1([CH2:33][CH2:34][OH:35])[CH2:7][CH2:6][C@@H:5]([C:8]([NH:10][C@H:11]([CH:30]([CH3:32])[CH3:31])[C:12]([N:14]2[CH2:19][CH2:18][C@@:17]([C:21]3[CH:26]=[CH:25][C:24]([Cl:27])=[CH:23][CH:22]=3)([OH:20])[C:16]([CH3:29])([CH3:28])[CH2:15]2)=[O:13])=[O:9])[CH2:4]1.[C:36](C1NC=CN=1)(C1NC=CN=1)=[O:37].C(N(CC)CC)C.